From a dataset of Reaction yield outcomes from USPTO patents with 853,638 reactions. Predict the reaction yield, written as a fraction of the theoretical maximum amount of product (1.0 means a 100% yield; for example, 0.34 means a 34% yield). The yield is 0.760. The product is [Br:18][C:9]1[CH:8]=[CH:7][C:5]([NH2:6])=[C:4]([N+:1]([O-:3])=[O:2])[CH:10]=1. The catalyst is CC(O)=O.O. The reactants are [N+:1]([C:4]1[CH:10]=[CH:9][CH:8]=[CH:7][C:5]=1[NH2:6])([O-:3])=[O:2].C1C(=O)N([Br:18])C(=O)C1.